From a dataset of Full USPTO retrosynthesis dataset with 1.9M reactions from patents (1976-2016). Predict the reactants needed to synthesize the given product. (1) Given the product [Cl:26][C:18]1[CH:17]=[CH:16][CH:15]=[C:14]2[C:19]=1[C:11]([C:9](=[N:24][OH:25])[CH2:8][CH:1]1[CH2:7][CH2:6][CH2:5][CH2:4][CH2:3][CH2:2]1)=[CH:12][N:13]2[CH2:21][CH2:22][OH:23], predict the reactants needed to synthesize it. The reactants are: [CH:1]1([CH2:8][C:9]([C:11]2[C:19]3[C:14](=[CH:15][CH:16]=[CH:17][C:18]=3C)[N:13]([CH2:21][CH2:22][OH:23])[CH:12]=2)=O)[CH2:7][CH2:6][CH2:5][CH2:4][CH2:3][CH2:2]1.[NH2:24][OH:25].[ClH:26].N1C=CC=CC=1. (2) Given the product [NH2:26][C@@H:21]([CH2:22][CH:23]([CH3:25])[CH3:24])[CH2:20][O:19][C:15]1[CH:16]=[CH:17][C:18]2[C:9]3[C:10](=[C:5]([NH:4][C:1](=[O:3])[CH3:2])[N:6]=[CH:7][CH:8]=3)[CH2:11][O:12][C:13]=2[CH:14]=1, predict the reactants needed to synthesize it. The reactants are: [C:1]([NH:4][C:5]1[N:6]=[CH:7][CH:8]=[C:9]2[C:18]3[CH:17]=[CH:16][C:15]([O:19][CH2:20][C@@H:21]([NH:26]C(=O)OC(C)(C)C)[CH2:22][CH:23]([CH3:25])[CH3:24])=[CH:14][C:13]=3[O:12][CH2:11][C:10]=12)(=[O:3])[CH3:2].C(O)(C(F)(F)F)=O. (3) Given the product [NH:1]1[CH2:16][CH2:15][CH2:14][CH:3]([C:4]([O:6][CH2:7][C:8]2([C:25]3[CH:24]=[CH:23][CH:22]=[C:21]([C:19]([O:18][CH3:17])=[O:20])[CH:26]=3)[CH:13]=[CH:12][CH:11]=[CH:10][CH2:9]2)=[O:5])[CH2:2]1, predict the reactants needed to synthesize it. The reactants are: [NH:1]1[CH2:16][CH2:15][CH2:14][CH:3]([C:4]([O:6][CH2:7][C:8]2[CH:13]=[CH:12][CH:11]=[CH:10][CH:9]=2)=[O:5])[CH2:2]1.[CH3:17][O:18][C:19]([C:21]1[CH:22]=[C:23](OB(O)O)[CH:24]=[CH:25][CH:26]=1)=[O:20].